This data is from NCI-60 drug combinations with 297,098 pairs across 59 cell lines. The task is: Regression. Given two drug SMILES strings and cell line genomic features, predict the synergy score measuring deviation from expected non-interaction effect. (1) Drug 1: C1CN1C2=NC(=NC(=N2)N3CC3)N4CC4. Drug 2: CC1=C(N=C(N=C1N)C(CC(=O)N)NCC(C(=O)N)N)C(=O)NC(C(C2=CN=CN2)OC3C(C(C(C(O3)CO)O)O)OC4C(C(C(C(O4)CO)O)OC(=O)N)O)C(=O)NC(C)C(C(C)C(=O)NC(C(C)O)C(=O)NCCC5=NC(=CS5)C6=NC(=CS6)C(=O)NCCC[S+](C)C)O. Cell line: SW-620. Synergy scores: CSS=25.3, Synergy_ZIP=-2.73, Synergy_Bliss=1.71, Synergy_Loewe=2.25, Synergy_HSA=4.76. (2) Drug 1: C1=CN(C=N1)CC(O)(P(=O)(O)O)P(=O)(O)O. Drug 2: CC(C)CN1C=NC2=C1C3=CC=CC=C3N=C2N. Cell line: MALME-3M. Synergy scores: CSS=2.79, Synergy_ZIP=0.0299, Synergy_Bliss=-1.94, Synergy_Loewe=-4.11, Synergy_HSA=-4.12. (3) Drug 1: C1CCN(CC1)CCOC2=CC=C(C=C2)C(=O)C3=C(SC4=C3C=CC(=C4)O)C5=CC=C(C=C5)O. Drug 2: CS(=O)(=O)CCNCC1=CC=C(O1)C2=CC3=C(C=C2)N=CN=C3NC4=CC(=C(C=C4)OCC5=CC(=CC=C5)F)Cl. Cell line: KM12. Synergy scores: CSS=-22.5, Synergy_ZIP=8.07, Synergy_Bliss=0.656, Synergy_Loewe=-1.25, Synergy_HSA=-13.0. (4) Drug 1: C1CCC(CC1)NC(=O)N(CCCl)N=O. Drug 2: B(C(CC(C)C)NC(=O)C(CC1=CC=CC=C1)NC(=O)C2=NC=CN=C2)(O)O. Cell line: SK-OV-3. Synergy scores: CSS=7.12, Synergy_ZIP=-2.96, Synergy_Bliss=-0.207, Synergy_Loewe=-1.52, Synergy_HSA=0.484. (5) Cell line: HCT116. Drug 1: C1C(C(OC1N2C=C(C(=O)NC2=O)F)CO)O. Synergy scores: CSS=-1.93, Synergy_ZIP=0.0121, Synergy_Bliss=-0.612, Synergy_Loewe=-11.3, Synergy_HSA=-3.64. Drug 2: CC(C)(C#N)C1=CC(=CC(=C1)CN2C=NC=N2)C(C)(C)C#N.